This data is from Retrosynthesis with 50K atom-mapped reactions and 10 reaction types from USPTO. The task is: Predict the reactants needed to synthesize the given product. (1) Given the product O=C(O)CCc1cccc(C(F)(F)F)c1, predict the reactants needed to synthesize it. The reactants are: O=C(O)C=Cc1cccc(C(F)(F)F)c1. (2) Given the product NCCS(=O)(=O)NC[C@@H]1[C@@H](Nc2nccc(N3CCCCCC3)n2)CCN1C1CCCCC1, predict the reactants needed to synthesize it. The reactants are: O=C1c2ccccc2C(=O)N1CCS(=O)(=O)NC[C@@H]1[C@@H](Nc2nccc(N3CCCCCC3)n2)CCN1C1CCCCC1. (3) Given the product O=[N+]([O-])c1ccccc1S(=O)(=O)N1Cc2cc(O)ccc2C(c2ccc(Cl)c(Cl)c2)C1, predict the reactants needed to synthesize it. The reactants are: COc1ccc2c(c1)CN(S(=O)(=O)c1ccccc1[N+](=O)[O-])CC2c1ccc(Cl)c(Cl)c1. (4) Given the product COC(=O)[C@H](CCCCNC(=O)OC(C)(C)C)NC(=O)c1cccn(C(c2ccccc2)c2ccccc2)c1=O, predict the reactants needed to synthesize it. The reactants are: COC(=O)[C@@H](N)CCCCNC(=O)OC(C)(C)C.O=C(O)c1cccn(C(c2ccccc2)c2ccccc2)c1=O. (5) Given the product CC(C)(C)OC(=O)N1C[C@H](Oc2cc(-c3ccccn3)nc3ccsc23)C[C@H]1C(=O)O, predict the reactants needed to synthesize it. The reactants are: CC(C)(C)OC(=O)N1C[C@H](O)C[C@H]1C(=O)O.Clc1cc(-c2ccccn2)nc2ccsc12. (6) Given the product CC(C)c1ccc2c(Nc3cc(C(=O)N4CCNCC4)ccc3Sc3ccc(NC(=O)OC(C)(C)C)cc3)ncnc2n1, predict the reactants needed to synthesize it. The reactants are: C1CNCCN1.CC(C)c1ccc2c(Nc3cc(C(=O)O)ccc3Sc3ccc(NC(=O)OC(C)(C)C)cc3)ncnc2n1. (7) Given the product C=COC(=O)c1cc([N+](=O)[O-])cc([N+](=O)[O-])c1, predict the reactants needed to synthesize it. The reactants are: C=CO.O=C(Cl)c1cc([N+](=O)[O-])cc([N+](=O)[O-])c1.